Dataset: Full USPTO retrosynthesis dataset with 1.9M reactions from patents (1976-2016). Task: Predict the reactants needed to synthesize the given product. (1) The reactants are: [C:1]1([CH:7]2[O:11][N:10]=[C:9]([C:12]3[N:13]=[C:14]([CH:17]4[CH2:22][CH2:21][NH:20][CH2:19][CH2:18]4)[S:15][CH:16]=3)[CH2:8]2)[CH:6]=[CH:5][CH:4]=[CH:3][CH:2]=1.[CH2:23]([N:28]=[C:29]=[O:30])[CH2:24][CH2:25][CH2:26][CH3:27]. Given the product [C:1]1([CH:7]2[O:11][N:10]=[C:9]([C:12]3[N:13]=[C:14]([CH:17]4[CH2:22][CH2:21][N:20]([C:29]([NH:28][CH2:23][CH2:24][CH2:25][CH2:26][CH3:27])=[O:30])[CH2:19][CH2:18]4)[S:15][CH:16]=3)[CH2:8]2)[CH:2]=[CH:3][CH:4]=[CH:5][CH:6]=1, predict the reactants needed to synthesize it. (2) The reactants are: [CH3:1][N:2]1[CH:6]=[CH:5][N:4]=[C:3]1[S:7][CH2:8][C:9]1[CH:10]=[CH:11][CH:12]=[C:13]2[C:17]=1[NH:16][C:15]([C:18]1[S:19][CH:20]=[CH:21][N:22]=1)=[CH:14]2.ClC1C=CC=C(C(OO)=[O:31])C=1.C(=O)([O-])O.[Na+]. Given the product [CH3:1][N:2]1[CH:6]=[CH:5][N:4]=[C:3]1[S:7]([CH2:8][C:9]1[CH:10]=[CH:11][CH:12]=[C:13]2[C:17]=1[NH:16][C:15]([C:18]1[S:19][CH:20]=[CH:21][N:22]=1)=[CH:14]2)=[O:31], predict the reactants needed to synthesize it.